The task is: Predict the reaction yield, written as a fraction of the theoretical maximum amount of product (1.0 means a 100% yield; for example, 0.34 means a 34% yield).. This data is from Reaction yield outcomes from USPTO patents with 853,638 reactions. (1) The reactants are [CH3:1][O:2][C:3]([C:5]1[CH:10]=[CH:9][N:8]=[CH:7][C:6]=1[C:11]([OH:13])=O)=[O:4].C(C1NC=CN=1)(C1NC=CN=1)=O.[Cl:26][C:27]1[CH:32]=[CH:31][C:30]([CH2:33][C:34]([O:36][C:37]([CH3:40])([CH3:39])[CH3:38])=[O:35])=[CH:29][CH:28]=1.[H-].[Na+].[Cl-].[NH4+]. The catalyst is CN(C=O)C. The product is [Cl:26][C:27]1[CH:28]=[CH:29][C:30]([CH:33]([C:34]([O:36][C:37]([CH3:40])([CH3:39])[CH3:38])=[O:35])[C:11]([C:6]2[CH:7]=[N:8][CH:9]=[CH:10][C:5]=2[C:3]([O:2][CH3:1])=[O:4])=[O:13])=[CH:31][CH:32]=1. The yield is 0.750. (2) The reactants are [CH3:1][O:2][C:3]1[CH:8]=[CH:7][C:6]([C:9]2[S:13][C:12]([CH:14]=[O:15])=[CH:11][CH:10]=2)=[CH:5][CH:4]=1.C(Br)[C:17]1[CH:22]=[CH:21][CH:20]=[CH:19][CH:18]=1. No catalyst specified. The product is [CH3:1][O:2][C:3]1[CH:8]=[CH:7][C:6]([C:9]2[S:13][C:12]([CH:14]([C:17]3[CH:22]=[CH:21][CH:20]=[CH:19][CH:18]=3)[OH:15])=[CH:11][CH:10]=2)=[CH:5][CH:4]=1. The yield is 0.640. (3) The reactants are C[O:2][C:3](=O)[C:4]1[CH:9]=[CH:8][C:7]([N+:10]([O-:12])=[O:11])=[CH:6][CH:5]=1.O.[NH2:15][NH2:16]. The catalyst is CO. The product is [N+:10]([C:7]1[CH:8]=[CH:9][C:4]([C:3]([NH:15][NH2:16])=[O:2])=[CH:5][CH:6]=1)([O-:12])=[O:11]. The yield is 0.810. (4) The reactants are [Br:1][C:2]1[O:6][C:5]([CH2:7]Br)=[C:4]([C:9]([O:11][CH3:12])=[O:10])[CH:3]=1.[CH3:13][S-:14].[Na+].O. The catalyst is O1CCCC1. The product is [Br:1][C:2]1[O:6][C:5]([CH2:7][S:14][CH3:13])=[C:4]([C:9]([O:11][CH3:12])=[O:10])[CH:3]=1. The yield is 0.840. (5) The reactants are [NH:1]1[CH2:9][CH2:8][CH:4]([C:5]([OH:7])=[O:6])[CH2:3][CH2:2]1.[OH-].[Na+].[C:12](O[C:12]([O:14][C:15]([CH3:18])([CH3:17])[CH3:16])=[O:13])([O:14][C:15]([CH3:18])([CH3:17])[CH3:16])=[O:13]. The catalyst is C1COCC1.O.C(OCC)(=O)C. The product is [C:12]([N:1]1[CH2:9][CH2:8][CH:4]([C:5]([OH:7])=[O:6])[CH2:3][CH2:2]1)([O:14][C:15]([CH3:18])([CH3:17])[CH3:16])=[O:13]. The yield is 0.900. (6) The catalyst is C1COCC1. The reactants are [H-].[Na+].[C:3]1([CH3:19])[CH:8]=[C:7]([CH3:9])[CH:6]=[C:5]([CH3:10])[C:4]=1[CH:11]([C:16](=[O:18])[CH3:17])[C:12]([O:14][CH3:15])=[O:13].[Li]CCCC.[CH2:25]([O:32][CH2:33][CH:34]([CH3:37])[CH:35]=[O:36])[C:26]1[CH:31]=[CH:30][CH:29]=[CH:28][CH:27]=1. The yield is 0.800. The product is [CH2:25]([O:32][CH2:33][CH:34]([CH3:37])[CH:35]([OH:36])[CH2:17][C:16](=[O:18])[CH:11]([C:4]1[C:5]([CH3:10])=[CH:6][C:7]([CH3:9])=[CH:8][C:3]=1[CH3:19])[C:12]([O:14][CH3:15])=[O:13])[C:26]1[CH:31]=[CH:30][CH:29]=[CH:28][CH:27]=1.